Dataset: Catalyst prediction with 721,799 reactions and 888 catalyst types from USPTO. Task: Predict which catalyst facilitates the given reaction. (1) Reactant: [NH2:1][C:2]1[N:3]=[C:4]([S:9][CH3:10])[S:5][C:6]=1[C:7]#[N:8].S(=O)(=O)(O)[OH:12]. Product: [NH2:1][C:2]1[N:3]=[C:4]([S:9][CH3:10])[S:5][C:6]=1[C:7]([NH2:8])=[O:12]. The catalyst class is: 6. (2) Reactant: [CH2:1]([O:19][CH2:20][CH2:21][N:22]([CH2:30][CH2:31][O:32][CH2:33][CH2:34][CH2:35][CH2:36][CH2:37][CH2:38][CH2:39][CH2:40]/[CH:41]=[CH:42]\[CH2:43][CH2:44][CH2:45][CH2:46][CH2:47][CH2:48][CH2:49][CH3:50])[CH2:23][CH2:24][C:25]([O:27]CC)=[O:26])[CH2:2][CH2:3][CH2:4][CH2:5][CH2:6][CH2:7][CH2:8]/[CH:9]=[CH:10]\[CH2:11][CH2:12][CH2:13][CH2:14][CH2:15][CH2:16][CH2:17][CH3:18].[OH-].[Na+].Cl. Product: [CH2:1]([O:19][CH2:20][CH2:21][N:22]([CH2:30][CH2:31][O:32][CH2:33][CH2:34][CH2:35][CH2:36][CH2:37][CH2:38][CH2:39][CH2:40]/[CH:41]=[CH:42]\[CH2:43][CH2:44][CH2:45][CH2:46][CH2:47][CH2:48][CH2:49][CH3:50])[CH2:23][CH2:24][C:25]([OH:27])=[O:26])[CH2:2][CH2:3][CH2:4][CH2:5][CH2:6][CH2:7][CH2:8]/[CH:9]=[CH:10]\[CH2:11][CH2:12][CH2:13][CH2:14][CH2:15][CH2:16][CH2:17][CH3:18]. The catalyst class is: 8. (3) Reactant: C(N(C(C)C)CC)(C)C.Cl.[CH3:11][NH:12][CH2:13][C:14]1[CH:22]=[CH:21][CH:20]=[C:19]2[C:15]=1[CH2:16][N:17]([CH:24]1[CH2:29][CH2:28][C:27](=[O:30])[NH:26][C:25]1=[O:31])[C:18]2=[O:23].[F:32][C:33]1[CH:34]=[C:35]([N:40]=[C:41]=[O:42])[CH:36]=[C:37]([F:39])[CH:38]=1. Product: [F:32][C:33]1[CH:34]=[C:35]([NH:40][C:41](=[O:42])[N:12]([CH2:13][C:14]2[CH:22]=[CH:21][CH:20]=[C:19]3[C:15]=2[CH2:16][N:17]([CH:24]2[CH2:29][CH2:28][C:27](=[O:30])[NH:26][C:25]2=[O:31])[C:18]3=[O:23])[CH3:11])[CH:36]=[C:37]([F:39])[CH:38]=1. The catalyst class is: 2.